This data is from Forward reaction prediction with 1.9M reactions from USPTO patents (1976-2016). The task is: Predict the product of the given reaction. (1) Given the reactants OB(O)[C:3]1[S:7][C:6]([C:8]([OH:10])=[O:9])=[CH:5][CH:4]=1.Br[C:13]1[N:14]=[C:15]2[C:21]([C:22]([C:24]3([CH3:30])[CH2:29][CH2:28][CH2:27][CH2:26][CH2:25]3)=[O:23])=[CH:20][N:19]([CH2:31][O:32][CH2:33][CH2:34][Si:35]([CH3:38])([CH3:37])[CH3:36])[C:16]2=[N:17][CH:18]=1.C(=O)([O-])[O-].[K+].[K+], predict the reaction product. The product is: [CH3:30][C:24]1([C:22]([C:21]2[C:15]3[C:16](=[N:17][CH:18]=[C:13]([C:3]4[S:7][C:6]([C:8]([OH:10])=[O:9])=[CH:5][CH:4]=4)[N:14]=3)[N:19]([CH2:31][O:32][CH2:33][CH2:34][Si:35]([CH3:36])([CH3:38])[CH3:37])[CH:20]=2)=[O:23])[CH2:25][CH2:26][CH2:27][CH2:28][CH2:29]1. (2) Given the reactants [S:1]1[C:9]2[C:4](=[N:5][C:6]([C:10]([OH:12])=[O:11])=[CH:7][CH:8]=2)[CH:3]=[CH:2]1.OS(O)(=O)=O.[CH3:18]O, predict the reaction product. The product is: [S:1]1[C:9]2[C:4](=[N:5][C:6]([C:10]([O:12][CH3:18])=[O:11])=[CH:7][CH:8]=2)[CH:3]=[CH:2]1. (3) Given the reactants [Br:1][C:2]1[CH:7]=[CH:6][C:5]([C:8](=[O:13])[C:9]([F:12])([F:11])[F:10])=[CH:4][C:3]=1[CH3:14].[Si]([C:19]([F:22])([F:21])[F:20])(C)(C)C.CCCC[N+](CCCC)(CCCC)CCCC.[F-].Cl, predict the reaction product. The product is: [Br:1][C:2]1[CH:7]=[CH:6][C:5]([C:8]([OH:13])([C:19]([F:22])([F:21])[F:20])[C:9]([F:11])([F:12])[F:10])=[CH:4][C:3]=1[CH3:14]. (4) Given the reactants II.[CH2:3]([C:6]1[CH:11]=[CH:10][CH:9]=[CH:8][C:7]=1[S:12]([NH2:15])(=[O:14])=[O:13])[CH:4]=[CH2:5].C(=O)([O-])[O-].[K+].[K+].O, predict the reaction product. The product is: [CH2:5]1[CH:4]2[N:15]1[S:12](=[O:13])(=[O:14])[C:7]1[CH:8]=[CH:9][CH:10]=[CH:11][C:6]=1[CH2:3]2. (5) The product is: [NH:32]1[C:36]2[CH:37]=[CH:38][CH:39]=[CH:40][C:35]=2[N:34]=[C:33]1[CH2:41][NH:42][C:3](=[O:5])[CH:2]([OH:1])[C:6]1[CH:11]=[CH:10][C:9]([C:12]2[N:16]=[C:15]([C:17]3[O:21][N:20]=[C:19]([C:22]4[CH:23]=[CH:24][CH:25]=[CH:26][CH:27]=4)[C:18]=3[C:28]([F:30])([F:29])[F:31])[O:14][N:13]=2)=[CH:8][CH:7]=1. Given the reactants [OH:1][CH:2]([C:6]1[CH:11]=[CH:10][C:9]([C:12]2[N:16]=[C:15]([C:17]3[O:21][N:20]=[C:19]([C:22]4[CH:27]=[CH:26][CH:25]=[CH:24][CH:23]=4)[C:18]=3[C:28]([F:31])([F:30])[F:29])[O:14][N:13]=2)=[CH:8][CH:7]=1)[C:3]([OH:5])=O.[NH:32]1[C:36]2[CH:37]=[CH:38][CH:39]=[CH:40][C:35]=2[N:34]=[C:33]1[CH2:41][NH2:42].CN(C(ON1N=NC2C=CC=NC1=2)=[N+](C)C)C.F[P-](F)(F)(F)(F)F.CN1CCOCC1, predict the reaction product. (6) Given the reactants [F:1][C:2]1[CH:3]=[C:4]([CH:37]=[CH:38][C:39]=1[O:40][CH3:41])[CH2:5][N:6]1[C:11]2[CH:12]=[C:13]([C:15]3[CH:20]=[CH:19][CH:18]=[CH:17][C:16]=3[F:21])[S:14][C:10]=2[C:9](=[O:22])[N:8]([CH:23]2[CH2:28][CH2:27][N:26](C(OC(C)(C)C)=O)[CH2:25][CH2:24]2)[C:7]1=[O:36].[ClH:42], predict the reaction product. The product is: [ClH:42].[F:1][C:2]1[CH:3]=[C:4]([CH:37]=[CH:38][C:39]=1[O:40][CH3:41])[CH2:5][N:6]1[C:11]2[CH:12]=[C:13]([C:15]3[CH:20]=[CH:19][CH:18]=[CH:17][C:16]=3[F:21])[S:14][C:10]=2[C:9](=[O:22])[N:8]([CH:23]2[CH2:28][CH2:27][NH:26][CH2:25][CH2:24]2)[C:7]1=[O:36].